This data is from Peptide-MHC class I binding affinity with 185,985 pairs from IEDB/IMGT. The task is: Regression. Given a peptide amino acid sequence and an MHC pseudo amino acid sequence, predict their binding affinity value. This is MHC class I binding data. (1) The peptide sequence is FISFYLINK. The MHC is HLA-A33:01 with pseudo-sequence HLA-A33:01. The binding affinity (normalized) is 0.327. (2) The peptide sequence is WSTLFYVSSIF. The binding affinity (normalized) is 0.376. The MHC is Mamu-A01 with pseudo-sequence Mamu-A01. (3) The peptide sequence is RLRPGGKKKY. The MHC is HLA-A29:02 with pseudo-sequence HLA-A29:02. The binding affinity (normalized) is 0. (4) The peptide sequence is AVRQKSRWI. The MHC is HLA-A01:01 with pseudo-sequence HLA-A01:01. The binding affinity (normalized) is 0.0847.